Dataset: Forward reaction prediction with 1.9M reactions from USPTO patents (1976-2016). Task: Predict the product of the given reaction. (1) Given the reactants [OH:1][C@H:2]1[CH2:6][CH2:5][N:4]([C:7]([O:9][C:10]([CH3:13])([CH3:12])[CH3:11])=[O:8])[CH2:3]1.[H-].[Na+].Cl[C:17]1[C:26]2[C:21](=[CH:22][CH:23]=[C:24]([Cl:27])[CH:25]=2)[CH:20]=[C:19]([C:28]#[N:29])[N:18]=1, predict the reaction product. The product is: [Cl:27][C:24]1[CH:25]=[C:26]2[C:21]([CH:20]=[C:19]([C:28]#[N:29])[N:18]=[C:17]2[O:1][C@H:2]2[CH2:6][CH2:5][N:4]([C:7]([O:9][C:10]([CH3:13])([CH3:12])[CH3:11])=[O:8])[CH2:3]2)=[CH:22][CH:23]=1. (2) Given the reactants Br[C:2]1[CH:11]=[C:10]2[C:5]([C:6]([CH3:14])([CH3:13])[CH2:7][N:8]([CH3:12])[CH2:9]2)=[CH:4][CH:3]=1.CC1(C)C(C)(C)OB(B2OC(C)(C)C(C)(C)O2)O1.CC([O-])=O.[K+].Cl[C:39]1[CH:44]=[C:43]([N:45]2[CH2:50][CH2:49][N:48]([C:51]3[C:56]([C:57]([F:60])([F:59])[F:58])=[CH:55][CH:54]=[CH:53][N:52]=3)[CH2:47][CH2:46]2)[N:42]=[C:41]([N:61]2[CH2:65][CH2:64][CH2:63][CH:62]2[CH3:66])[N:40]=1.C([O-])([O-])=O.[Cs+].[Cs+], predict the reaction product. The product is: [CH3:12][N:8]1[CH2:7][C:6]([CH3:14])([CH3:13])[C:5]2[C:10](=[CH:11][C:2]([C:39]3[CH:44]=[C:43]([N:45]4[CH2:50][CH2:49][N:48]([C:51]5[C:56]([C:57]([F:58])([F:59])[F:60])=[CH:55][CH:54]=[CH:53][N:52]=5)[CH2:47][CH2:46]4)[N:42]=[C:41]([N:61]4[CH2:65][CH2:64][CH2:63][CH:62]4[CH3:66])[N:40]=3)=[CH:3][CH:4]=2)[CH2:9]1. (3) Given the reactants [F:1][C:2]1[CH:3]=[CH:4][C:5]([I:11])=[C:6]([CH:10]=1)[C:7]([OH:9])=[O:8].S(=O)(=O)(O)O.[CH3:17]O, predict the reaction product. The product is: [CH3:17][O:8][C:7](=[O:9])[C:6]1[CH:10]=[C:2]([F:1])[CH:3]=[CH:4][C:5]=1[I:11]. (4) Given the reactants [C:1]([O:5][C:6](=[O:35])[NH:7][C:8]1[CH:13]=[CH:12][C:11]([S:14][C:15]2[CH:20]=[CH:19][C:18]([S:21](=[O:31])(=[O:30])[NH:22][C:23]3[CH:28]=[CH:27][C:26]([Br:29])=[CH:25][CH:24]=3)=[CH:17][C:16]=2[N+:32]([O-])=O)=[CH:10][CH:9]=1)([CH3:4])([CH3:3])[CH3:2].[Cl-].[NH4+], predict the reaction product. The product is: [C:1]([O:5][C:6](=[O:35])[NH:7][C:8]1[CH:13]=[CH:12][C:11]([S:14][C:15]2[CH:20]=[CH:19][C:18]([S:21](=[O:30])(=[O:31])[NH:22][C:23]3[CH:28]=[CH:27][C:26]([Br:29])=[CH:25][CH:24]=3)=[CH:17][C:16]=2[NH2:32])=[CH:10][CH:9]=1)([CH3:4])([CH3:2])[CH3:3]. (5) The product is: [C:5]([C:9]1[N:14]=[C:13]([N:15]2[CH2:20][CH2:19][N:18]([CH2:21][CH2:22][C@H:23]3[CH2:24][CH2:25][C@H:26]([NH:29][C:1](=[O:3])[CH3:2])[CH2:27][CH2:28]3)[CH2:17][CH2:16]2)[CH:12]=[C:11]([CH2:30][CH2:31][O:32][CH3:33])[N:10]=1)([CH3:8])([CH3:6])[CH3:7]. Given the reactants [C:1](Cl)(=[O:3])[CH3:2].[C:5]([C:9]1[N:14]=[C:13]([N:15]2[CH2:20][CH2:19][N:18]([CH2:21][CH2:22][C@H:23]3[CH2:28][CH2:27][C@H:26]([NH2:29])[CH2:25][CH2:24]3)[CH2:17][CH2:16]2)[CH:12]=[C:11]([CH2:30][CH2:31][O:32][CH3:33])[N:10]=1)([CH3:8])([CH3:7])[CH3:6].C(N(CC)CC)C, predict the reaction product. (6) Given the reactants [C:1]([O:5][C:6]([N:8]1[CH2:13][CH2:12][C:11](=O)[CH2:10][CH2:9]1)=[O:7])([CH3:4])([CH3:3])[CH3:2].[F:15][C:16]([F:25])([F:24])[C:17]1[CH:23]=[CH:22][CH:21]=[CH:20][C:18]=1[NH2:19].C(O)(=O)C.C(O[BH-](OC(=O)C)OC(=O)C)(=O)C.[Na+], predict the reaction product. The product is: [C:1]([O:5][C:6]([N:8]1[CH2:13][CH2:12][CH:11]([NH:19][C:18]2[CH:20]=[CH:21][CH:22]=[CH:23][C:17]=2[C:16]([F:15])([F:24])[F:25])[CH2:10][CH2:9]1)=[O:7])([CH3:4])([CH3:3])[CH3:2]. (7) The product is: [C:27]1([CH:7]([C:1]2[CH:2]=[CH:3][CH:4]=[CH:5][CH:6]=2)[N:8]2[C:16]3[C:11](=[CH:12][CH:13]=[CH:14][CH:15]=3)[C:10]3([C:17]4[CH:22]=[CH:21][C:20]([O:23][CH3:24])=[CH:19][C:18]=4[O:25][CH2:33]3)[C:9]2=[O:26])[CH:32]=[CH:31][CH:30]=[CH:29][CH:28]=1. Given the reactants [C:1]1([CH:7]([C:27]2[CH:32]=[CH:31][CH:30]=[CH:29][CH:28]=2)[N:8]2[C:16]3[C:11](=[CH:12][CH:13]=[CH:14][CH:15]=3)[CH:10]([C:17]3[CH:22]=[CH:21][C:20]([O:23][CH3:24])=[CH:19][C:18]=3[OH:25])[C:9]2=[O:26])[CH:6]=[CH:5][CH:4]=[CH:3][CH:2]=1.[C:33]1(C(C2C=CC=CC=2)N2C3C(=CC=CC=3)C(C3C=C(C)C(OC)=CC=3O)C2=O)C=CC=CC=1, predict the reaction product. (8) The product is: [OH:31][CH:24]([CH2:25][N:26]1[CH:30]=[CH:29][N:28]=[N:27]1)[CH2:23][NH:22][C:18]([C:14]1[C:13]([CH3:21])=[C:12](/[CH:11]=[C:10]2\[C:2](=[O:1])[NH:3][C:4]3[C:9]\2=[CH:8][CH:7]=[CH:6][CH:5]=3)[NH:16][C:15]=1[CH3:17])=[O:20]. Given the reactants [O:1]=[C:2]1[C:10](=[CH:11][C:12]2[NH:16][C:15]([CH3:17])=[C:14]([C:18]([OH:20])=O)[C:13]=2[CH3:21])[C:9]2[C:4](=[CH:5][CH:6]=[CH:7][CH:8]=2)[NH:3]1.[NH2:22][CH2:23][CH:24]([OH:31])[CH2:25][N:26]1[CH:30]=[CH:29][N:28]=[N:27]1, predict the reaction product. (9) Given the reactants Cl[C:2]1[CH:10]=[CH:9][C:8]([S:11]([CH3:14])(=[O:13])=[O:12])=[CH:7][C:3]=1[C:4]([OH:6])=[O:5].[CH:15]1([CH2:18][OH:19])[CH2:17][CH2:16]1, predict the reaction product. The product is: [CH:15]1([CH2:18][O:19][C:2]2[CH:10]=[CH:9][C:8]([S:11]([CH3:14])(=[O:13])=[O:12])=[CH:7][C:3]=2[C:4]([OH:6])=[O:5])[CH2:17][CH2:16]1.